This data is from Cav3 T-type calcium channel HTS with 100,875 compounds. The task is: Binary Classification. Given a drug SMILES string, predict its activity (active/inactive) in a high-throughput screening assay against a specified biological target. (1) The result is 0 (inactive). The molecule is o1c2nc(n(Cc3occc3)c(=O)c2c(=O)c2c1cc(OC)cc2)c1ccccc1. (2) The drug is Fc1c(Cc2c(=O)n3[nH]cc(c3nc2C)C(=O)NCc2cc3OCOc3cc2)cccc1. The result is 1 (active). (3) The drug is O=C(NCc1n(CCC)c2c(n1)cccc2)Cc1ccccc1. The result is 0 (inactive). (4) The drug is O(c1nc(NC(C)C)nc(NC(C)C)n1)c1nnc(OCc2ccccc2)cc1. The result is 0 (inactive). (5) The molecule is Clc1c(NC(=O)Cn2c(cc(c(c2=O)C#N)C)C)ccc(c1)C. The result is 0 (inactive).